This data is from Forward reaction prediction with 1.9M reactions from USPTO patents (1976-2016). The task is: Predict the product of the given reaction. (1) Given the reactants C1(S([N:10]2[C:14]3[N:15]=[CH:16][N:17]=[C:18]([CH:19]4[CH2:23][CH2:22][CH2:21][CH2:20]4)[C:13]=3[C:12]([CH2:24][C:25]3[CH:26]=[CH:27][C:28]([NH:31][CH2:32][C:33]4[CH:34]=[N:35][C:36]([C:39]([F:42])([F:41])[F:40])=[CH:37][CH:38]=4)=[N:29][CH:30]=3)=[CH:11]2)(=O)=O)C=CC=CC=1.[F-].C([N+](CCCC)(CCCC)CCCC)CCC, predict the reaction product. The product is: [CH:19]1([C:18]2[C:13]3[C:12]([CH2:24][C:25]4[CH:26]=[CH:27][C:28]([NH:31][CH2:32][C:33]5[CH:34]=[N:35][C:36]([C:39]([F:40])([F:42])[F:41])=[CH:37][CH:38]=5)=[N:29][CH:30]=4)=[CH:11][NH:10][C:14]=3[N:15]=[CH:16][N:17]=2)[CH2:23][CH2:22][CH2:21][CH2:20]1. (2) The product is: [NH2:23][C:2]1[N:7]2[N:8]=[CH:9][CH:10]=[C:6]2[N:5]=[C:4]([CH:11]2[CH2:15][CH2:14][N:13]([C:16]([O:18][C:19]([CH3:22])([CH3:21])[CH3:20])=[O:17])[CH2:12]2)[CH:3]=1. Given the reactants Cl[C:2]1[N:7]2[N:8]=[CH:9][CH:10]=[C:6]2[N:5]=[C:4]([CH:11]2[CH2:15][CH2:14][N:13]([C:16]([O:18][C:19]([CH3:22])([CH3:21])[CH3:20])=[O:17])[CH2:12]2)[CH:3]=1.[NH3:23], predict the reaction product. (3) Given the reactants [C:1]([C:4]1[CH:5]([C:20]2[CH:25]=[CH:24][C:23]([Cl:26])=[CH:22][CH:21]=2)[N:6]([C:11]2[CH:12]=[C:13]([Cl:19])[C:14](=[O:18])[N:15]([CH3:17])[CH:16]=2)[C:7](=[O:10])[C:8]=1O)(=O)[CH3:2].[NH:27]([C:29]1[C:30]([O:35][CH3:36])=[N:31][CH:32]=[CH:33][CH:34]=1)[NH2:28].S(=O)(=O)(O)N.CC(O)=O, predict the reaction product. The product is: [Cl:19][C:13]1[C:14](=[O:18])[N:15]([CH3:17])[CH:16]=[C:11]([N:6]2[CH:5]([C:20]3[CH:21]=[CH:22][C:23]([Cl:26])=[CH:24][CH:25]=3)[C:4]3[C:1]([CH3:2])=[N:28][N:27]([C:29]4[C:30]([O:35][CH3:36])=[N:31][CH:32]=[CH:33][CH:34]=4)[C:8]=3[C:7]2=[O:10])[CH:12]=1. (4) Given the reactants C[N:2]1[C:6](=[O:7])CCC1.[NH2:8][C:9]1[S:10][C:11]([CH3:26])=[CH:12][C:13]=1[C:14](=O)[C:15]1[CH:20]=[CH:19][CH:18]=[C:17]([C:21]([F:24])([F:23])[F:22])[CH:16]=1.NC(N)=O, predict the reaction product. The product is: [CH3:26][C:11]1[S:10][C:9]2[N:8]=[C:6]([OH:7])[N:2]=[C:14]([C:15]3[CH:20]=[CH:19][CH:18]=[C:17]([C:21]([F:24])([F:23])[F:22])[CH:16]=3)[C:13]=2[CH:12]=1.